Dataset: Catalyst prediction with 721,799 reactions and 888 catalyst types from USPTO. Task: Predict which catalyst facilitates the given reaction. (1) Reactant: [CH3:1][O:2][C:3]([C:5]1[S:6][C:7]([CH2:10][CH2:11][CH2:12][NH:13]C(OC(C)(C)C)=O)=[CH:8][CH:9]=1)=[O:4].Cl. Product: [CH3:1][O:2][C:3]([C:5]1[S:6][C:7]([CH2:10][CH2:11][CH2:12][NH2:13])=[CH:8][CH:9]=1)=[O:4]. The catalyst class is: 5. (2) Reactant: [C:1]([O:5][C:6]([NH:8][C@@H:9]1[CH2:11][C@H:10]1[C:12]1[CH:13]=[C:14]([CH:18]=[CH:19][CH:20]=1)[C:15]([OH:17])=O)=[O:7])([CH3:4])([CH3:3])[CH3:2].F[P-](F)(F)(F)(F)F.N1(OC(N(C)C)=[N+](C)C)C2N=CC=CC=2N=N1.Cl.[CH:46]1([CH2:49][N:50]2[CH:54]=[C:53]([NH2:55])[CH:52]=[N:51]2)[CH2:48][CH2:47]1.C(N(CC)CC)C. Product: [CH:46]1([CH2:49][N:50]2[CH:54]=[C:53]([NH:55][C:15]([C:14]3[CH:13]=[C:12]([C@@H:10]4[CH2:11][C@H:9]4[NH:8][C:6](=[O:7])[O:5][C:1]([CH3:2])([CH3:3])[CH3:4])[CH:20]=[CH:19][CH:18]=3)=[O:17])[CH:52]=[N:51]2)[CH2:48][CH2:47]1. The catalyst class is: 18. (3) The catalyst class is: 281. Product: [CH2:32]([N:25]1[C:24]2[CH:34]=[C:20]([C:11]3[CH:10]=[C:9]([CH:8]=[CH:7][C:6]([OH:36])=[O:5])[CH:14]=[CH:13][C:12]=3[O:15][C:16]([F:19])([F:17])[F:18])[C:21]([CH3:35])=[CH:22][C:23]=2[C:28]([CH3:30])([CH3:29])[O:27][C:26]1=[O:31])[CH3:33]. Reactant: C([O:5][C:6](=[O:36])[CH:7]=[CH:8][C:9]1[CH:14]=[CH:13][C:12]([O:15][C:16]([F:19])([F:18])[F:17])=[C:11]([C:20]2[C:21]([CH3:35])=[CH:22][C:23]3[C:28]([CH3:30])([CH3:29])[O:27][C:26](=[O:31])[N:25]([CH2:32][CH3:33])[C:24]=3[CH:34]=2)[CH:10]=1)(C)(C)C. (4) Reactant: [C:1](=[C:4]1[CH:11]2[CH:12]=[CH:13][CH:5]1[CH:6]1[CH:10]2[C:9](=[O:14])[CH:8]([C:15]2[C:20]([CH3:21])=[CH:19][C:18]([CH3:22])=[CH:17][C:16]=2[CH3:23])[C:7]1=[O:24])([CH3:3])[CH3:2]. Product: [C:1](=[C:4]1[CH:5]2[CH2:13][CH2:12][CH:11]1[CH:10]1[CH:6]2[C:7](=[O:24])[CH:8]([C:15]2[C:16]([CH3:23])=[CH:17][C:18]([CH3:22])=[CH:19][C:20]=2[CH3:21])[C:9]1=[O:14])([CH3:3])[CH3:2]. The catalyst class is: 19. (5) Reactant: O.NN.[CH3:4][O:5][C:6](=[O:39])[C:7]1[CH:12]=[CH:11][C:10]([O:13][CH2:14][CH2:15][C:16]2[C:24]3[C:19](=[CH:20][CH:21]=[C:22]([Cl:25])[CH:23]=3)[NH:18][C:17]=2[CH2:26][CH2:27][N:28]2C(=O)C3[C:30](=CC=CC=3)[C:29]2=[O:38])=[CH:9][CH:8]=1.C(OC(=O)C)(=O)C.O. Product: [CH3:4][O:5][C:6](=[O:39])[C:7]1[CH:12]=[CH:11][C:10]([O:13][CH2:14][CH2:15][C:16]2[C:24]3[C:19](=[CH:20][CH:21]=[C:22]([Cl:25])[CH:23]=3)[NH:18][C:17]=2[CH2:26][CH2:27][NH:28][C:29](=[O:38])[CH3:30])=[CH:9][CH:8]=1. The catalyst class is: 41.